This data is from Peptide-MHC class I binding affinity with 185,985 pairs from IEDB/IMGT. The task is: Regression. Given a peptide amino acid sequence and an MHC pseudo amino acid sequence, predict their binding affinity value. This is MHC class I binding data. (1) The peptide sequence is EIINNGISY. The MHC is HLA-A24:03 with pseudo-sequence HLA-A24:03. The binding affinity (normalized) is 0.0847. (2) The peptide sequence is AFHHVAREK. The MHC is HLA-B57:01 with pseudo-sequence HLA-B57:01. The binding affinity (normalized) is 0. (3) The peptide sequence is HPVHAGPIA. The MHC is HLA-A02:06 with pseudo-sequence HLA-A02:06. The binding affinity (normalized) is 0. (4) The peptide sequence is CFMYSDFHFI. The MHC is HLA-A26:01 with pseudo-sequence HLA-A26:01. The binding affinity (normalized) is 0.0920. (5) The peptide sequence is APRELLQYI. The MHC is HLA-B18:01 with pseudo-sequence HLA-B18:01. The binding affinity (normalized) is 0.0847.